From a dataset of Reaction yield outcomes from USPTO patents with 853,638 reactions. Predict the reaction yield, written as a fraction of the theoretical maximum amount of product (1.0 means a 100% yield; for example, 0.34 means a 34% yield). (1) The reactants are [C:1]([C:3]1[C:4](O)=[C:5]([NH:17][C:18](=[O:23])[C:19]([CH3:22])([CH3:21])[CH3:20])[C:6]([F:16])=[C:7]([C:10]2[CH:15]=[CH:14][CH:13]=[CH:12][CH:11]=2)[C:8]=1[CH3:9])#[N:2].C(OCC)(=O)C.C(=O)([O-])O.[Na+]. The catalyst is C1(C)C=CC=CC=1. The product is [C:19]([C:18]1[O:23][C:4]2[C:3]([C:1]#[N:2])=[C:8]([CH3:9])[C:7]([C:10]3[CH:11]=[CH:12][CH:13]=[CH:14][CH:15]=3)=[C:6]([F:16])[C:5]=2[N:17]=1)([CH3:21])([CH3:22])[CH3:20]. The yield is 0.900. (2) The reactants are [I:1]I.[N+:3]([C:6]1[CH:7]=[C:8]([CH:12]=[CH:13][CH:14]=1)[C:9]([OH:11])=[O:10])([O-:5])=[O:4]. The catalyst is S(=O)(=O)(O)O. The product is [I:1][C:13]1[CH:12]=[C:8]([CH:7]=[C:6]([N+:3]([O-:5])=[O:4])[CH:14]=1)[C:9]([OH:11])=[O:10]. The yield is 0.980. (3) The reactants are C(OC([NH:8][C@H:9]([C:37]([O:39][CH3:40])=[O:38])[CH2:10][C:11]1[CH:16]=[CH:15][C:14]([O:17][CH2:18][CH2:19][C:20]2[CH:21]=[CH:22][C:23]3[O:24][CH2:25][CH2:26][N:27](C(OC(C)(C)C)=O)[C:28]=3[N:29]=2)=[CH:13][CH:12]=1)=O)(C)(C)C. The catalyst is C(O)(C(F)(F)F)=O.C(Cl)Cl. The product is [O:24]1[CH2:25][CH2:26][NH:27][C:28]2[N:29]=[C:20]([CH2:19][CH2:18][O:17][C:14]3[CH:15]=[CH:16][C:11]([CH2:10][C@@H:9]([C:37]([O:39][CH3:40])=[O:38])[NH2:8])=[CH:12][CH:13]=3)[CH:21]=[CH:22][C:23]1=2. The yield is 0.800.